This data is from Full USPTO retrosynthesis dataset with 1.9M reactions from patents (1976-2016). The task is: Predict the reactants needed to synthesize the given product. (1) Given the product [Cl:24][C:25]1[CH:30]=[C:29]([C:31]([F:32])([F:33])[F:34])[CH:28]=[CH:27][C:26]=1[C:35]#[C:36][C:18]1[CH:19]=[CH:20][C:15]([N:11]2[C:12](=[O:14])[NH:13][C:9]([C:3]3[C:4]([F:8])=[CH:5][CH:6]=[CH:7][C:2]=3[Cl:1])=[N:10]2)=[CH:16][C:17]=1[O:22][CH3:23], predict the reactants needed to synthesize it. The reactants are: [Cl:1][C:2]1[CH:7]=[CH:6][CH:5]=[C:4]([F:8])[C:3]=1[C:9]1[NH:13][C:12](=[O:14])[N:11]([C:15]2[CH:20]=[CH:19][C:18](I)=[C:17]([O:22][CH3:23])[CH:16]=2)[N:10]=1.[Cl:24][C:25]1[CH:30]=[C:29]([C:31]([F:34])([F:33])[F:32])[CH:28]=[CH:27][C:26]=1[C:35]#[CH:36].CCCC[N+](CCCC)(CCCC)CCCC.[F-]. (2) Given the product [C:57]([C:47]1[CH:48]=[C:49]([C:53]([CH3:56])([CH3:55])[CH3:54])[C:50]([OH:52])=[CH:51][C:46]=1[NH:45][C:11]([C:3]1[C:2](=[O:1])[N:7]2[N:8]=[CH:9][CH:10]=[C:6]2[NH:5][CH:4]=1)=[O:13])([CH3:60])([CH3:58])[CH3:59], predict the reactants needed to synthesize it. The reactants are: [O:1]=[C:2]1[N:7]2[N:8]=[CH:9][CH:10]=[C:6]2[NH:5][CH:4]=[C:3]1[C:11]([OH:13])=O.CN(C(ON1N=NC2C=CC=NC1=2)=[N+](C)C)C.F[P-](F)(F)(F)(F)F.C(N(CC)CC)C.[NH2:45][C:46]1[C:47]([C:57]([CH3:60])([CH3:59])[CH3:58])=[CH:48][C:49]([C:53]([CH3:56])([CH3:55])[CH3:54])=[C:50]([OH:52])[CH:51]=1. (3) Given the product [Cl:21][C:16]1[N:15]=[C:14]([Cl:13])[CH:19]=[C:18]([Cl:20])[C:17]=1[C:22]([OH:24])=[O:23], predict the reactants needed to synthesize it. The reactants are: C(NC(C)C)(C)C.C([Li])CCC.[Cl:13][C:14]1[CH:19]=[C:18]([Cl:20])[CH:17]=[C:16]([Cl:21])[N:15]=1.[C:22](=[O:24])=[O:23].Cl. (4) The reactants are: [C:9](O[C:9]([O:11][C:12]([CH3:15])([CH3:14])[CH3:13])=[O:10])([O:11][C:12]([CH3:15])([CH3:14])[CH3:13])=[O:10].[N:16]1[C:20]2[CH:21]=[CH:22][C:23]([C:25]([OH:27])=[O:26])=[CH:24][C:19]=2[NH:18][CH:17]=1. Given the product [C:12]([O:11][C:9]([N:16]1[C:20]2[CH:21]=[CH:22][C:23]([C:25]([OH:27])=[O:26])=[CH:24][C:19]=2[N:18]=[CH:17]1)=[O:10])([CH3:13])([CH3:14])[CH3:15], predict the reactants needed to synthesize it. (5) The reactants are: [Br:1]N1C(=O)CCC1=O.[F:9][C:10]1[CH:16]=[CH:15][C:14]([F:17])=[CH:13][C:11]=1[NH2:12]. Given the product [Br:1][C:15]1[C:14]([F:17])=[CH:13][C:11]([NH2:12])=[C:10]([F:9])[CH:16]=1, predict the reactants needed to synthesize it. (6) Given the product [Cl:17][C:7]1[CH:6]=[C:5]([CH2:8][C:9]([O:11][CH2:12][CH3:13])=[O:10])[CH:4]=[CH:3][C:2]=1[OH:1], predict the reactants needed to synthesize it. The reactants are: [OH:1][C:2]1[CH:7]=[CH:6][C:5]([CH2:8][C:9]([O:11][CH2:12][CH3:13])=[O:10])=[CH:4][CH:3]=1.S(Cl)([Cl:17])(=O)=O.C(OCC)C. (7) Given the product [F:15][C:5]1([F:16])[C:4]2[C:9](=[N:10][CH:11]=[C:2]([C:25]3[CH:26]=[N:27][CH:28]=[CH:29][CH:30]=3)[CH:3]=2)[N:8]([C:12]([NH2:14])=[O:13])[CH2:7][CH2:6]1, predict the reactants needed to synthesize it. The reactants are: Br[C:2]1[CH:3]=[C:4]2[C:9](=[N:10][CH:11]=1)[N:8]([C:12]([NH2:14])=[O:13])[CH2:7][CH2:6][C:5]2([F:16])[F:15].CC1(C)C(C)(C)OB([C:25]2[CH:26]=[N:27][CH:28]=[CH:29][CH:30]=2)O1.C([O-])([O-])=O.[K+].[K+].CCOC(C)=O. (8) Given the product [NH3:8].[CH3:9][OH:10].[Br:1][C:2]1[CH:7]=[CH:6][C:5]([NH:8][C:9]([N:33]2[CH2:34][CH2:35][N:30]([C:28]([C@H:17]3[CH2:16][N:15]([C:11]([CH3:14])([CH3:13])[CH3:12])[CH2:20][CH2:19][NH:18]3)=[O:29])[CH2:31][CH2:32]2)=[O:10])=[CH:4][CH:3]=1, predict the reactants needed to synthesize it. The reactants are: [Br:1][C:2]1[CH:7]=[CH:6][C:5]([N:8]=[C:9]=[O:10])=[CH:4][CH:3]=1.[C:11]([N:15]1[CH2:20][CH2:19][N:18](C(OC(C)(C)C)=O)[C@@H:17]([C:28]([N:30]2[CH2:35][CH2:34][NH:33][CH2:32][CH2:31]2)=[O:29])[CH2:16]1)([CH3:14])([CH3:13])[CH3:12].